This data is from Reaction yield outcomes from USPTO patents with 853,638 reactions. The task is: Predict the reaction yield, written as a fraction of the theoretical maximum amount of product (1.0 means a 100% yield; for example, 0.34 means a 34% yield). The product is [F:1][C:2]1[CH:3]=[CH:4][C:5]([C:8]2[C:20]([CH:21]([OH:22])[C:23]#[CH:24])=[C:11]3[CH:12]=[CH:13][C:14]([C:16]([F:19])([F:18])[F:17])=[CH:15][N:10]3[N:9]=2)=[CH:6][CH:7]=1. The yield is 0.960. The catalyst is O1CCCC1. The reactants are [F:1][C:2]1[CH:7]=[CH:6][C:5]([C:8]2[C:20]([CH:21]=[O:22])=[C:11]3[CH:12]=[CH:13][C:14]([C:16]([F:19])([F:18])[F:17])=[CH:15][N:10]3[N:9]=2)=[CH:4][CH:3]=1.[C:23]([Mg]Br)#[CH:24].O.Cl.